Predict the product of the given reaction. From a dataset of Forward reaction prediction with 1.9M reactions from USPTO patents (1976-2016). (1) Given the reactants [F:1][C:2]1[CH:3]=[C:4]([CH2:26][N:27]2[CH:31]=[C:30]([C:32]([O:34]CC)=[O:33])[N:29]=[CH:28]2)[CH:5]=[CH:6][C:7]=1[C:8]1[S:9][C:10]2[C:15]([N:16]=1)=[CH:14][CH:13]=[C:12]([C:17]1([C:20]3[CH:25]=[CH:24][CH:23]=[CH:22][CH:21]=3)[CH2:19][CH2:18]1)[N:11]=2.[OH-].[Li+], predict the reaction product. The product is: [F:1][C:2]1[CH:3]=[C:4]([CH:5]=[CH:6][C:7]=1[C:8]1[S:9][C:10]2[C:15]([N:16]=1)=[CH:14][CH:13]=[C:12]([C:17]1([C:20]3[CH:25]=[CH:24][CH:23]=[CH:22][CH:21]=3)[CH2:19][CH2:18]1)[N:11]=2)[CH2:26][N:27]1[CH:31]=[C:30]([C:32]([OH:34])=[O:33])[N:29]=[CH:28]1. (2) The product is: [O:1]=[C:2]1[CH2:6][CH:5]([CH3:7])[C:4]([CH3:8])([CH3:9])[CH:3]1[CH2:10][C:11]([O-:13])=[O:12].[Na+:18]. Given the reactants [O:1]=[C:2]1[CH2:6][CH:5]([CH3:7])[C:4]([CH3:9])([CH3:8])[CH:3]1[CH2:10][C:11]([OH:13])=[O:12].C(=O)(O)[O-].[Na+:18], predict the reaction product.